From a dataset of Catalyst prediction with 721,799 reactions and 888 catalyst types from USPTO. Predict which catalyst facilitates the given reaction. (1) Reactant: [Cl:1][C:2]1[C:7]([CH3:8])=[CH:6][CH:5]=[CH:4][N:3]=1.OO.NC(N)=[O:13].FC(F)(F)C(OC(=O)C(F)(F)F)=O.O. Product: [Cl:1][C:2]1[C:7]([CH3:8])=[CH:6][CH:5]=[CH:4][N+:3]=1[O-:13]. The catalyst class is: 2. (2) Reactant: [CH3:1][N:2]([CH2:13][C:14]1[N:18]([CH2:19]/[CH:20]=[CH:21]/[CH2:22][N:23]2C(=O)C3C(=CC=CC=3)C2=O)[C:17]2[CH:34]=[CH:35][CH:36]=[CH:37][C:16]=2[N:15]=1)[CH:3]1[C:12]2[N:11]=[CH:10][CH:9]=[CH:8][C:7]=2[CH2:6][CH2:5][CH2:4]1.O.NN.C([O-])(O)=O.[Na+]. Product: [NH2:23][CH2:22]/[CH:21]=[CH:20]/[CH2:19][N:18]1[C:17]2[CH:34]=[CH:35][CH:36]=[CH:37][C:16]=2[N:15]=[C:14]1[CH2:13][N:2]([CH3:1])[CH:3]1[C:12]2[N:11]=[CH:10][CH:9]=[CH:8][C:7]=2[CH2:6][CH2:5][CH2:4]1. The catalyst class is: 8.